Dataset: NCI-60 drug combinations with 297,098 pairs across 59 cell lines. Task: Regression. Given two drug SMILES strings and cell line genomic features, predict the synergy score measuring deviation from expected non-interaction effect. (1) Drug 1: CN(C(=O)NC(C=O)C(C(C(CO)O)O)O)N=O. Drug 2: C1CN(P(=O)(OC1)NCCCl)CCCl. Cell line: SF-295. Synergy scores: CSS=5.61, Synergy_ZIP=-3.86, Synergy_Bliss=-3.38, Synergy_Loewe=-4.12, Synergy_HSA=-1.82. (2) Drug 1: C1CCC(C1)C(CC#N)N2C=C(C=N2)C3=C4C=CNC4=NC=N3. Drug 2: CC1OCC2C(O1)C(C(C(O2)OC3C4COC(=O)C4C(C5=CC6=C(C=C35)OCO6)C7=CC(=C(C(=C7)OC)O)OC)O)O. Cell line: RPMI-8226. Synergy scores: CSS=41.2, Synergy_ZIP=1.43, Synergy_Bliss=2.03, Synergy_Loewe=-24.0, Synergy_HSA=-0.619. (3) Drug 1: CS(=O)(=O)C1=CC(=C(C=C1)C(=O)NC2=CC(=C(C=C2)Cl)C3=CC=CC=N3)Cl. Drug 2: CCCS(=O)(=O)NC1=C(C(=C(C=C1)F)C(=O)C2=CNC3=C2C=C(C=N3)C4=CC=C(C=C4)Cl)F. Cell line: TK-10. Synergy scores: CSS=13.2, Synergy_ZIP=-1.00, Synergy_Bliss=5.88, Synergy_Loewe=4.85, Synergy_HSA=5.88. (4) Drug 1: CC12CCC(CC1=CCC3C2CCC4(C3CC=C4C5=CN=CC=C5)C)O. Drug 2: C1CCN(CC1)CCOC2=CC=C(C=C2)C(=O)C3=C(SC4=C3C=CC(=C4)O)C5=CC=C(C=C5)O. Cell line: UACC62. Synergy scores: CSS=2.51, Synergy_ZIP=0.120, Synergy_Bliss=2.26, Synergy_Loewe=1.13, Synergy_HSA=1.53. (5) Drug 1: CCC1=CC2CC(C3=C(CN(C2)C1)C4=CC=CC=C4N3)(C5=C(C=C6C(=C5)C78CCN9C7C(C=CC9)(C(C(C8N6C)(C(=O)OC)O)OC(=O)C)CC)OC)C(=O)OC.C(C(C(=O)O)O)(C(=O)O)O. Drug 2: CC1=C(C(=CC=C1)Cl)NC(=O)C2=CN=C(S2)NC3=CC(=NC(=N3)C)N4CCN(CC4)CCO. Cell line: SNB-75. Synergy scores: CSS=39.5, Synergy_ZIP=-0.00641, Synergy_Bliss=4.02, Synergy_Loewe=4.06, Synergy_HSA=4.61. (6) Drug 1: CN(CC1=CN=C2C(=N1)C(=NC(=N2)N)N)C3=CC=C(C=C3)C(=O)NC(CCC(=O)O)C(=O)O. Drug 2: B(C(CC(C)C)NC(=O)C(CC1=CC=CC=C1)NC(=O)C2=NC=CN=C2)(O)O. Cell line: HCC-2998. Synergy scores: CSS=24.0, Synergy_ZIP=2.70, Synergy_Bliss=4.58, Synergy_Loewe=-16.8, Synergy_HSA=-4.78.